Dataset: Full USPTO retrosynthesis dataset with 1.9M reactions from patents (1976-2016). Task: Predict the reactants needed to synthesize the given product. (1) Given the product [CH2:1]([N:8]1[CH2:13][CH2:12][C:11]2([CH:17]([C:18]([O:20][CH2:21][CH3:22])=[O:19])[C:16](=[O:25])[CH2:15][CH2:14]2)[CH2:10][CH2:9]1)[C:2]1[CH:7]=[CH:6][CH:5]=[CH:4][CH:3]=1, predict the reactants needed to synthesize it. The reactants are: [CH2:1]([N:8]1[CH2:13][CH2:12][CH:11]([CH2:14][CH2:15][C:16](=[O:25])[C:17](=[N+]=[N-])[C:18]([O:20][CH2:21][CH3:22])=[O:19])[CH2:10][CH2:9]1)[C:2]1[CH:7]=[CH:6][CH:5]=[CH:4][CH:3]=1. (2) Given the product [F:9][C:10]1[CH:15]=[CH:14][C:13]([C:3]2[C:2]([NH2:1])=[CH:7][CH:6]=[CH:5][CH:4]=2)=[CH:12][CH:11]=1.[F:9][C:10]1[CH:15]=[CH:14][C:13]([C:5]2[CH:6]=[CH:7][C:2]([NH2:1])=[CH:3][CH:4]=2)=[CH:12][CH:11]=1, predict the reactants needed to synthesize it. The reactants are: [NH2:1][C:2]1[CH:7]=[CH:6][CH:5]=[CH:4][CH:3]=1.[Cl-].[F:9][C:10]1[CH:15]=[CH:14][C:13]([N+]#N)=[CH:12][CH:11]=1.